From a dataset of Peptide-MHC class II binding affinity with 134,281 pairs from IEDB. Regression. Given a peptide amino acid sequence and an MHC pseudo amino acid sequence, predict their binding affinity value. This is MHC class II binding data. (1) The peptide sequence is VDRDTARRHLAEGKV. The MHC is DRB3_0202 with pseudo-sequence DRB3_0202. The binding affinity (normalized) is 0. (2) The peptide sequence is QYIKANAKFIGITE. The MHC is HLA-DPA10103-DPB10401 with pseudo-sequence HLA-DPA10103-DPB10401. The binding affinity (normalized) is 0.257. (3) The peptide sequence is NKKYFAATQFEPLAA. The MHC is HLA-DQA10301-DQB10302 with pseudo-sequence HLA-DQA10301-DQB10302. The binding affinity (normalized) is 0.493. (4) The peptide sequence is LPRPPATPPPPPPPQ. The MHC is HLA-DPA10201-DPB10501 with pseudo-sequence HLA-DPA10201-DPB10501. The binding affinity (normalized) is 0. (5) The peptide sequence is HYKGSSFHRVIPGFM. The MHC is HLA-DQA10102-DQB10602 with pseudo-sequence HLA-DQA10102-DQB10602. The binding affinity (normalized) is 0.691.